From a dataset of Forward reaction prediction with 1.9M reactions from USPTO patents (1976-2016). Predict the product of the given reaction. Given the reactants [Br:1][C:2]1[CH:7]=[CH:6][C:5]([N+:8]([O-])=O)=[C:4]([F:11])[CH:3]=1.[CH:12]([Mg]Br)=[CH2:13].[NH4+].[Cl-], predict the reaction product. The product is: [Br:1][C:2]1[CH:7]=[C:6]2[C:5](=[C:4]([F:11])[CH:3]=1)[NH:8][CH:13]=[CH:12]2.